Dataset: Catalyst prediction with 721,799 reactions and 888 catalyst types from USPTO. Task: Predict which catalyst facilitates the given reaction. (1) Reactant: [C:1]([C:4]1[CH:9]=[CH:8][CH:7]=[C:6]([N+:10]([O-:12])=[O:11])[C:5]=1[NH:13]C(=O)C)(=[O:3])[CH3:2].Cl. Product: [NH2:13][C:5]1[C:6]([N+:10]([O-:12])=[O:11])=[CH:7][CH:8]=[CH:9][C:4]=1[C:1](=[O:3])[CH3:2]. The catalyst class is: 8. (2) Reactant: [S:1]1[C:5]2[CH:6]=[CH:7][CH:8]=[CH:9][C:4]=2[N:3]=[C:2]1[C:10]1[C:11]([NH2:30])=[N:12][CH:13]=[C:14]([C:16]2[CH:17]=[N:18][N:19]([CH:21]3[CH2:27][CH:26]4[N:28](C)[CH:23]([CH2:24][CH2:25]4)[CH2:22]3)[CH:20]=2)[CH:15]=1.C([O-])([O-])=O.[K+].[K+].Cl[C:38]([O:40][CH2:41][CH3:42])=[O:39]. Product: [CH2:41]([O:40][C:38]([N:28]1[CH:26]2[CH2:25][CH2:24][CH:23]1[CH2:22][CH:21]([N:19]1[CH:20]=[C:16]([C:14]3[CH:13]=[N:12][C:11]([NH2:30])=[C:10]([C:2]4[S:1][C:5]5[CH:6]=[CH:7][CH:8]=[CH:9][C:4]=5[N:3]=4)[CH:15]=3)[CH:17]=[N:18]1)[CH2:27]2)=[O:39])[CH3:42]. The catalyst class is: 93. (3) Reactant: [N:1]1[CH:6]=[CH:5][CH:4]=[N:3][C:2]=1[O:7][CH2:8][C:9]([O:11]CC)=[O:10].[OH-].[Na+]. Product: [N:1]1[CH:6]=[CH:5][CH:4]=[N:3][C:2]=1[O:7][CH2:8][C:9]([OH:11])=[O:10]. The catalyst class is: 8. (4) Reactant: [F:1][C:2]1[CH:7]=[CH:6][CH:5]=[C:4]([F:8])[C:3]=1[C:9]1[CH:10]=[C:11]([CH:18]=[CH:19][N:20]=1)[C:12](N(OC)C)=[O:13].CC(C[AlH]CC(C)C)C. Product: [F:1][C:2]1[CH:7]=[CH:6][CH:5]=[C:4]([F:8])[C:3]=1[C:9]1[CH:10]=[C:11]([CH:12]=[O:13])[CH:18]=[CH:19][N:20]=1. The catalyst class is: 11. (5) Reactant: [CH3:1][NH:2][C:3]([C:5]1[CH:14]=[CH:13][C:12]2[C:7](=[CH:8][CH:9]=[C:10]([C:15]([C:17]3[N:18]=[CH:19][N:20]([C:22]([C:35]4[CH:40]=[CH:39][CH:38]=[CH:37][CH:36]=4)([C:29]4[CH:34]=[CH:33][CH:32]=[CH:31][CH:30]=4)[C:23]4[CH:28]=[CH:27][CH:26]=[CH:25][CH:24]=4)[CH:21]=3)=[O:16])[CH:11]=2)[CH:6]=1)=[O:4].Cl.[C:42]([O:45][CH2:46]C)(=[O:44])[CH3:43]. Product: [OH:16][C@@:15]([C:10]1[CH:9]=[CH:8][C:7]2[C:12](=[CH:13][CH:14]=[C:5]([C:3]([NH:2][CH3:1])=[O:4])[CH:6]=2)[CH:11]=1)([C:17]1[N:18]=[CH:19][N:20]([C:22]([C:23]2[CH:28]=[CH:27][CH:26]=[CH:25][CH:24]=2)([C:29]2[CH:30]=[CH:31][CH:32]=[CH:33][CH:34]=2)[C:35]2[CH:40]=[CH:39][CH:38]=[CH:37][CH:36]=2)[CH:21]=1)[CH2:43][C:42]([O:45][CH3:46])=[O:44]. The catalyst class is: 1.